Dataset: Reaction yield outcomes from USPTO patents with 853,638 reactions. Task: Predict the reaction yield, written as a fraction of the theoretical maximum amount of product (1.0 means a 100% yield; for example, 0.34 means a 34% yield). (1) The reactants are [C:1]([O:5][C:6]([NH:8][C@H:9]([C:18]([OH:20])=[O:19])[CH2:10][C:11]1[CH:16]=[CH:15][C:14]([OH:17])=[CH:13][CH:12]=1)=[O:7])([CH3:4])([CH3:3])[CH3:2].C(=O)([O-])[O-].[K+].[K+].F[C:28]1[CH:33]=[CH:32][C:31]([N+:34]([O-:36])=[O:35])=[CH:30][CH:29]=1. The catalyst is CN(C)C=O. The product is [C:1]([O:5][C:6]([NH:8][CH:9]([CH2:10][C:11]1[CH:12]=[CH:13][C:14]([O:17][C:28]2[CH:33]=[CH:32][C:31]([N+:34]([O-:36])=[O:35])=[CH:30][CH:29]=2)=[CH:15][CH:16]=1)[C:18]([OH:20])=[O:19])=[O:7])([CH3:4])([CH3:2])[CH3:3]. The yield is 0.985. (2) The reactants are C(N(CC)C(C)C)(C)C.Br[C:11]1[N:19]2[C:14]([C:15]([NH:20][C@@H:21]3[C:29]4[C:24](=[CH:25][CH:26]=[CH:27][CH:28]=4)[CH2:23][CH2:22]3)=[N:16][CH:17]=[N:18]2)=[CH:13][CH:12]=1.[Si:30]([O:47][C@H:48]1[CH:52]=[CH:51][O:50][C@@H:49]1[CH2:53][OH:54])([C:43]([CH3:46])([CH3:45])[CH3:44])([C:37]1[CH:42]=[CH:41][CH:40]=[CH:39][CH:38]=1)[C:31]1[CH:36]=[CH:35][CH:34]=[CH:33][CH:32]=1. The catalyst is O1CCOCC1. The product is [Si:30]([O:47][C:48]1[C@@H:49]([CH2:53][OH:54])[O:50][C@@H:51]([C:11]2[N:19]3[C:14]([C:15]([NH:20][C@@H:21]4[C:29]5[C:24](=[CH:25][CH:26]=[CH:27][CH:28]=5)[CH2:23][CH2:22]4)=[N:16][CH:17]=[N:18]3)=[CH:13][CH:12]=2)[CH:52]=1)([C:43]([CH3:46])([CH3:45])[CH3:44])([C:37]1[CH:42]=[CH:41][CH:40]=[CH:39][CH:38]=1)[C:31]1[CH:36]=[CH:35][CH:34]=[CH:33][CH:32]=1. The yield is 0.840. (3) The reactants are [CH2:1]([C@H:8]([NH:48]C(=O)OC(C)(C)C)[C@@H:9]([OH:47])[CH2:10][C@H:11]([NH:25][C:26](=[O:46])[C@@H:27]([N:32]1[CH2:36][CH2:35][N:34]([CH2:37][C:38]2[CH:43]=[CH:42][CH:41]=[C:40]([CH3:44])[N:39]=2)[C:33]1=[O:45])[C:28]([CH3:31])([CH3:30])[CH3:29])[CH2:12][C:13]1[CH:18]=[CH:17][C:16]([C:19]2[CH:24]=[CH:23][CH:22]=[CH:21][N:20]=2)=[CH:15][CH:14]=1)[C:2]1[CH:7]=[CH:6][CH:5]=[CH:4][CH:3]=1.FC(F)(F)C(O)=O.[CH3:63][O:64][C:65]([NH:67][C@@H:68]([C:72]([CH3:75])([CH3:74])[CH3:73])[C:69]([OH:71])=O)=[O:66].CCOP(ON1N=NC2C=CC=CC=2C1=O)(OCC)=O.C(N(CC)C(C)C)(C)C. The catalyst is C1COCC1.ClCCl. The product is [CH2:1]([C@H:8]([NH:48][C:69]([C@@H:68]([NH:67][C:65](=[O:66])[O:64][CH3:63])[C:72]([CH3:75])([CH3:74])[CH3:73])=[O:71])[C@@H:9]([OH:47])[CH2:10][C@H:11]([NH:25][C:26](=[O:46])[C@@H:27]([N:32]1[CH2:36][CH2:35][N:34]([CH2:37][C:38]2[CH:43]=[CH:42][CH:41]=[C:40]([CH3:44])[N:39]=2)[C:33]1=[O:45])[C:28]([CH3:31])([CH3:30])[CH3:29])[CH2:12][C:13]1[CH:14]=[CH:15][C:16]([C:19]2[CH:24]=[CH:23][CH:22]=[CH:21][N:20]=2)=[CH:17][CH:18]=1)[C:2]1[CH:3]=[CH:4][CH:5]=[CH:6][CH:7]=1. The yield is 0.480.